This data is from hERG Central: cardiac toxicity at 1µM, 10µM, and general inhibition. The task is: Predict hERG channel inhibition at various concentrations. (1) The drug is CCCc1[nH]n(-c2ccc([N+](=O)[O-])cc2)c(=O)c1C=NCCCn1ccnc1. Results: hERG_inhib (hERG inhibition (general)): blocker. (2) The compound is O=C(CCN1C(=O)c2ccncc2C1=O)NCc1ccc(Cl)cc1. Results: hERG_inhib (hERG inhibition (general)): blocker. (3) The compound is Cc1cc(C)n2nc(SCc3nnc(SCc4ccccc4C)s3)nc2n1. Results: hERG_inhib (hERG inhibition (general)): blocker.